Predict which catalyst facilitates the given reaction. From a dataset of Catalyst prediction with 721,799 reactions and 888 catalyst types from USPTO. (1) Reactant: C(OC(=O)[NH:7][CH:8]([C:10]1[CH:15]=[C:14]([Cl:16])[C:13]([CH3:17])=[C:12]([CH:18]=[CH2:19])[C:11]=1[O:20][CH3:21])[CH3:9])(C)(C)C. Product: [ClH:16].[Cl:16][C:14]1[C:13]([CH3:17])=[C:12]([CH:18]=[CH2:19])[C:11]([O:20][CH3:21])=[C:10]([CH:8]([NH2:7])[CH3:9])[CH:15]=1. The catalyst class is: 33. (2) Reactant: Cl.[NH2:2][OH:3].C([O-])(=O)C.[Na+].[Br:9][C:10]1[CH:11]=[CH:12][C:13]([F:23])=[C:14]([C:16](=O)[C:17]([O:19][CH2:20][CH3:21])=[O:18])[CH:15]=1. Product: [Br:9][C:10]1[CH:11]=[CH:12][C:13]([F:23])=[C:14]([C:16](=[N:2][OH:3])[C:17]([O:19][CH2:20][CH3:21])=[O:18])[CH:15]=1. The catalyst class is: 8.